This data is from Forward reaction prediction with 1.9M reactions from USPTO patents (1976-2016). The task is: Predict the product of the given reaction. Given the reactants [NH2:1][C:2]1[CH:3]=[CH:4][C:5]([C:9]([NH:11][C@@H:12]([C:20]2[CH:25]=[CH:24][C:23]([O:26][C:27]([F:30])([F:29])[F:28])=[C:22]([F:31])[CH:21]=2)[C:13]2[C:18]([F:19])=[CH:17][CH:16]=[CH:15][N:14]=2)=[O:10])=[N:6][C:7]=1[OH:8].Cl[C:33](Cl)([O:35]C(=O)OC(Cl)(Cl)Cl)Cl.CCOC(C)=O, predict the reaction product. The product is: [F:31][C:22]1[CH:21]=[C:20]([C@@H:12]([C:13]2[C:18]([F:19])=[CH:17][CH:16]=[CH:15][N:14]=2)[NH:11][C:9]([C:5]2[N:6]=[C:7]3[O:8][C:33](=[O:35])[NH:1][C:2]3=[CH:3][CH:4]=2)=[O:10])[CH:25]=[CH:24][C:23]=1[O:26][C:27]([F:28])([F:30])[F:29].